From a dataset of Forward reaction prediction with 1.9M reactions from USPTO patents (1976-2016). Predict the product of the given reaction. (1) Given the reactants C[O:2][C:3]1[CH:4]=[CH:5][C:6]2[O:12][C:11]3[CH:13]=[CH:14][CH:15]=[CH:16][C:10]=3[N:9]=[C:8]([C:17]3[CH:27]=[CH:26][C:20]([C:21]([O:23][CH2:24][CH3:25])=[O:22])=[CH:19][CH:18]=3)[C:7]=2[CH:28]=1.B(Br)(Br)Br.C(O)C.CO, predict the reaction product. The product is: [OH:2][C:3]1[CH:4]=[CH:5][C:6]2[O:12][C:11]3[CH:13]=[CH:14][CH:15]=[CH:16][C:10]=3[N:9]=[C:8]([C:17]3[CH:27]=[CH:26][C:20]([C:21]([O:23][CH2:24][CH3:25])=[O:22])=[CH:19][CH:18]=3)[C:7]=2[CH:28]=1. (2) Given the reactants [CH2:1]([S:8][C:9]1[C:14]([NH2:15])=[CH:13][CH:12]=[CH:11][N:10]=1)[C:2]1[CH:7]=[CH:6][CH:5]=[CH:4][CH:3]=1.[S:16]1[C:20]([S:21](Cl)(=[O:23])=[O:22])=[CH:19][C:18]2[CH:25]=[CH:26][CH:27]=[CH:28][C:17]1=2, predict the reaction product. The product is: [CH2:1]([S:8][C:9]1[C:14]([NH:15][S:21]([C:20]2[S:16][C:17]3[CH:28]=[CH:27][CH:26]=[CH:25][C:18]=3[CH:19]=2)(=[O:22])=[O:23])=[CH:13][CH:12]=[CH:11][N:10]=1)[C:2]1[CH:3]=[CH:4][CH:5]=[CH:6][CH:7]=1. (3) Given the reactants C([O:7][C:8]1[C:13]([Br:14])=[CH:12][C:11]([C:15]2[N:16]=[C:17]([C:20]([N:22]3[CH2:27][CH2:26][CH:25]([CH2:28][C:29]4[CH:34]=[CH:33][CH:32]=[CH:31][CH:30]=4)[CH2:24][CH2:23]3)=[O:21])[S:18][CH:19]=2)=[C:10]([OH:35])[C:9]=1[Br:36])(=O)C(C)(C)C.C[Si]([N-][Si](C)(C)C)(C)C.[K+].C1(C)C=CC=CC=1.Br[CH2:55][CH2:56][CH2:57][C:58]([O:60][CH2:61][CH3:62])=[O:59], predict the reaction product. The product is: [CH2:28]([CH:25]1[CH2:26][CH2:27][N:22]([C:20]([C:17]2[S:18][CH:19]=[C:15]([C:11]3[C:10]([O:35][CH2:55][CH2:56][CH2:57][C:58]([O:60][CH2:61][CH3:62])=[O:59])=[C:9]([Br:36])[C:8]([OH:7])=[C:13]([Br:14])[CH:12]=3)[N:16]=2)=[O:21])[CH2:23][CH2:24]1)[C:29]1[CH:30]=[CH:31][CH:32]=[CH:33][CH:34]=1. (4) Given the reactants [Br:1][C:2]1[CH:7]=[CH:6][C:5]([C:8]2[CH:13]=[C:12]([O:14][CH3:15])[CH:11]=[C:10]([O:16][CH3:17])[CH:9]=2)=[C:4]([NH2:18])[C:3]=1[NH2:19].[CH3:20][C:21](=O)[C:22](=O)[CH3:23], predict the reaction product. The product is: [Br:1][C:2]1[CH:7]=[CH:6][C:5]([C:8]2[CH:9]=[C:10]([O:16][CH3:17])[CH:11]=[C:12]([O:14][CH3:15])[CH:13]=2)=[C:4]2[C:3]=1[N:19]=[C:21]([CH3:20])[C:22]([CH3:23])=[N:18]2. (5) Given the reactants Cl.[CH3:2][Si:3]([CH3:47])([CH3:46])[CH2:4][CH2:5][O:6][CH2:7][O:8][C:9]1[CH:14]=[C:13]([O:15][CH2:16][O:17][CH2:18][CH2:19][Si:20]([CH3:23])([CH3:22])[CH3:21])[CH:12]=[CH:11][C:10]=1[C:24]1[C:25](=[O:45])[O:26][C:27]2[C:32]([C:33]=1[CH2:34]Br)=[CH:31][CH:30]=[C:29]([O:36][CH2:37][O:38][CH2:39][CH2:40][Si:41]([CH3:44])([CH3:43])[CH3:42])[CH:28]=2, predict the reaction product. The product is: [CH3:46][Si:3]([CH3:2])([CH3:47])[CH2:4][CH2:5][O:6][CH2:7][O:8][C:9]1[CH:14]=[C:13]([O:15][CH2:16][O:17][CH2:18][CH2:19][Si:20]([CH3:21])([CH3:22])[CH3:23])[CH:12]=[CH:11][C:10]=1[C:24]1[C:25](=[O:45])[O:26][C:27]2[C:32]([C:33]=1[CH3:34])=[CH:31][CH:30]=[C:29]([O:36][CH2:37][O:38][CH2:39][CH2:40][Si:41]([CH3:44])([CH3:43])[CH3:42])[CH:28]=2. (6) Given the reactants [H-].[Na+].[CH3:3][O:4][CH2:5][C:6]1[N:7]([CH2:19][C:20]([CH3:23])([OH:22])[CH3:21])[C:8]2[C:17]3[CH:16]=[CH:15][CH:14]=[CH:13][C:12]=3[N:11]=[CH:10][C:9]=2[N:18]=1.[CH:24]([S:26]([CH3:29])(=[O:28])=[O:27])=[CH2:25].O, predict the reaction product. The product is: [CH3:3][O:4][CH2:5][C:6]1[N:7]([CH2:19][C:20]([CH3:23])([O:22][CH2:25][CH2:24][S:26]([CH3:29])(=[O:28])=[O:27])[CH3:21])[C:8]2[C:17]3[CH:16]=[CH:15][CH:14]=[CH:13][C:12]=3[N:11]=[CH:10][C:9]=2[N:18]=1. (7) Given the reactants [CH3:1][C:2]([O:33][C:34]1[CH:39]=[CH:38][CH:37]=[CH:36][CH:35]=1)([CH2:8][C:9]1[CH:14]=[CH:13][C:12]([O:15][CH2:16][CH2:17][NH:18][C:19](=[O:32])[C:20]2[CH:25]=[CH:24][C:23]([C:26]3[CH:31]=[CH:30][CH:29]=[CH:28][N:27]=3)=[CH:22][CH:21]=2)=[CH:11][CH:10]=1)[C:3]([O:5]CC)=[O:4].[OH-].[Na+], predict the reaction product. The product is: [CH3:1][C:2]([O:33][C:34]1[CH:39]=[CH:38][CH:37]=[CH:36][CH:35]=1)([CH2:8][C:9]1[CH:10]=[CH:11][C:12]([O:15][CH2:16][CH2:17][NH:18][C:19](=[O:32])[C:20]2[CH:25]=[CH:24][C:23]([C:26]3[CH:31]=[CH:30][CH:29]=[CH:28][N:27]=3)=[CH:22][CH:21]=2)=[CH:13][CH:14]=1)[C:3]([OH:5])=[O:4]. (8) Given the reactants [CH3:1][O:2][C:3]([C@H:5]1[CH2:10][C:9](=[O:11])[CH2:8][CH2:7][C@@H:6]1[C:12]([OH:14])=O)=[O:4].CN(C)C=O.F[P-](F)(F)(F)(F)F.N1(O[P+](N2CCCC2)(N2CCCC2)N2CCCC2)C2C=CC=CC=2N=N1.[C:53]1([N:59]2[CH2:64][CH2:63][NH:62][CH2:61][CH2:60]2)[CH:58]=[CH:57][CH:56]=[CH:55][CH:54]=1.C(N(CC)C(C)C)(C)C, predict the reaction product. The product is: [O:11]=[C:9]1[CH2:10][C@H:5]([C:3]([O:2][CH3:1])=[O:4])[C@@H:6]([C:12]([N:62]2[CH2:63][CH2:64][N:59]([C:53]3[CH:58]=[CH:57][CH:56]=[CH:55][CH:54]=3)[CH2:60][CH2:61]2)=[O:14])[CH2:7][CH2:8]1.